This data is from Reaction yield outcomes from USPTO patents with 853,638 reactions. The task is: Predict the reaction yield, written as a fraction of the theoretical maximum amount of product (1.0 means a 100% yield; for example, 0.34 means a 34% yield). (1) The reactants are [Br:1][C:2]1[CH:7]=[C:6]([N+:8]([O-])=O)[C:5]([NH2:11])=[C:4]([N+:12]([O-:14])=[O:13])[CH:3]=1. The yield is 0.500. The catalyst is CCO. The product is [Br:1][C:2]1[CH:7]=[C:6]([NH2:8])[C:5]([NH2:11])=[C:4]([N+:12]([O-:14])=[O:13])[CH:3]=1. (2) The reactants are C[C@H]1O[C@H]([O:8][CH:9]2[C@@H:14]([OH:15])[C@@H:13]([OH:16])[CH:12]([OH:17])[C@H:11]([OH:18])[C@H:10]2[OH:19])[C@@H](N)C[C@@H]1N=C(N)C(O)=O.Cl. The catalyst is O. The product is [CH:9]1([OH:8])[CH:10]([OH:19])[CH:11]([OH:18])[CH:12]([OH:17])[CH:13]([OH:16])[CH:14]1[OH:15]. The yield is 0.150.